From a dataset of Reaction yield outcomes from USPTO patents with 853,638 reactions. Predict the reaction yield, written as a fraction of the theoretical maximum amount of product (1.0 means a 100% yield; for example, 0.34 means a 34% yield). The reactants are [S:1]1[C:5]2[NH:6][C:7]([C:9]([O:11][CH2:12][CH3:13])=[O:10])=[CH:8][C:4]=2[CH:3]=[CH:2]1.CC(O)=O.[Cl:18]N1C(=O)CCC1=O. The catalyst is C(Cl)(Cl)Cl. The product is [Cl:18][C:2]1[S:1][C:5]2[NH:6][C:7]([C:9]([O:11][CH2:12][CH3:13])=[O:10])=[CH:8][C:4]=2[CH:3]=1. The yield is 0.660.